Task: Regression. Given two drug SMILES strings and cell line genomic features, predict the synergy score measuring deviation from expected non-interaction effect.. Dataset: Merck oncology drug combination screen with 23,052 pairs across 39 cell lines Drug 1: CN1C(=O)C=CC2(C)C3CCC4(C)C(NC(=O)OCC(F)(F)F)CCC4C3CCC12. Drug 2: O=P1(N(CCCl)CCCl)NCCCO1. Cell line: UACC62. Synergy scores: synergy=0.309.